From a dataset of Experimentally validated miRNA-target interactions with 360,000+ pairs, plus equal number of negative samples. Binary Classification. Given a miRNA mature sequence and a target amino acid sequence, predict their likelihood of interaction. (1) The miRNA is hsa-miR-7160-5p with sequence UGCUGAGGUCCGGGCUGUGCC. The protein sequence of the target gene is MKEGMSNNSTTSISQARKAVEQLKMEACMDRVKVSQAASDLLAYCEAHVREDPLIIPVPASENPFREKKFFCTIL. Result: 0 (no interaction). (2) The miRNA is mmu-miR-362-3p with sequence AACACACCUGUUCAAGGAUUCA. The protein sequence of the target gene is MGASVSRGRAARVPAPEPEPEEALDLSQLPPELLLVVLSHVPPRTLLGRCRQVCRGWRALVDGQALWLLILARDHGATGRALLHLARSCQSPARNARPCPLGRFCARRPIGRNLIRNPCGQEGLRKWMVQHGGDGWVVEENRTTVPGAPSQTCFVTSFSWCCKKQVLDLEEEGLWPELLDSGRIEICVSDWWGARHDSGCMYRLLVQLLDANQTVLDKFSAVPDPIPQWNNNACLHVTHVFSNIKMGVRFVSFEHRGQDTQFWAGHYGARVTNSSVIVRVRLS. Result: 0 (no interaction). (3) The protein sequence of the target gene is MPEMTENETPTKKQHRKKNRETHNAVERHRKKKINAGINRIGELIPCSPALKQSKNMILDQAFKYITELKRQNDELLLNGGNNEQAEEIKKLRKQLEEIQKENGRYIELLKANDICLYDDPTIHWKGNLKNSKVSVVIPSDQVQKKIIVYSNGNQPGGNSQGTAVQGITFNVSHNLQKQTANVVPVQRTCNLVTPVSISGVYPSENKPWHQTTVPALATNQPVPLCLPAAISAQSILELPTSESESNVLGATSGSLIAVSIESEPHQHHSLHTCLNDQNSSENKNGQENPKVLKKMTPCV.... The miRNA is hsa-miR-371b-5p with sequence ACUCAAAAGAUGGCGGCACUUU. Result: 1 (interaction). (4) The miRNA is hsa-miR-922 with sequence GCAGCAGAGAAUAGGACUACGUC. The protein sequence of the target gene is MSRLGALGGARAGLGLLLGTAAGLGFLCLLYSQRWKRTQRHGRSQSLPNSLDYTQTSDPGRHVMLLRAVPGGAGDASVLPSLPREGQEKVLDRLDFVLTSLVALRREVEELRSSLRGLAGEIVGEVRCHMEENQRVARRRRFPFVRERSDSTGSSSVYFTASSGATFTDAESEGGYTTANAESDNERDSDKESEDGEDEVSCETVKMGRKDSLDLEEEAASGASSALEAGGSSGLEDVLPLLQQADELHRGDEQGKREGFQLLLNNKLVYGSRQDFLWRLARAYSDMCELTEEVSEKKSY.... Result: 0 (no interaction). (5) The miRNA is hsa-miR-623 with sequence AUCCCUUGCAGGGGCUGUUGGGU. The protein sequence of the target gene is MLGWCEAIARNPHRIPNNTRTPEISGDLADASQTSTLNEKSPGRSASRSSNISKASSPTTGTAPRSQSRLSVCPSTQDICRICHCEGDEESPLITPCRCTGTLRFVHQSCLHQWIKSSDTRCCELCKYDFIMETKLKPLRKWEKLQMTTSERRKIFCSVTFHVIAITCVVWSLYVLIDRTAEEIKQGNDNGVLEWPFWTKLVVVAIGFTGGLVFMYVQCKVYVQLWRRLKAYNRVIFVQNCPDTAKKLEKNFSCNVNTDIKDAVVVPVPQTGANSLPSAEGGPPEVVSV. Result: 1 (interaction).